Dataset: Reaction yield outcomes from USPTO patents with 853,638 reactions. Task: Predict the reaction yield, written as a fraction of the theoretical maximum amount of product (1.0 means a 100% yield; for example, 0.34 means a 34% yield). The reactants are [CH2:1]([C:5]1[N:6]=[C:7]([CH3:27])[NH:8][C:9](=[O:26])[C:10]=1[CH2:11][C:12]1[CH:17]=[CH:16][C:15]([C:18]2[C:19]([C:24]#[N:25])=[CH:20][CH:21]=[CH:22][CH:23]=2)=[CH:14][CH:13]=1)[CH2:2][CH2:3][CH3:4].C(=O)([O-])[O-].[K+].[K+].Cl.Cl[CH2:36][C:37]1[N:38]=[C:39]([CH3:42])[S:40][CH:41]=1.CN(C)C=O. The catalyst is C(OCC)(=O)C. The product is [CH2:1]([C:5]1[N:6]=[C:7]([CH3:27])[N:8]([CH2:36][C:37]2[N:38]=[C:39]([CH3:42])[S:40][CH:41]=2)[C:9](=[O:26])[C:10]=1[CH2:11][C:12]1[CH:17]=[CH:16][C:15]([C:18]2[C:19]([C:24]#[N:25])=[CH:20][CH:21]=[CH:22][CH:23]=2)=[CH:14][CH:13]=1)[CH2:2][CH2:3][CH3:4]. The yield is 0.550.